From a dataset of Full USPTO retrosynthesis dataset with 1.9M reactions from patents (1976-2016). Predict the reactants needed to synthesize the given product. Given the product [C:17]([O:16][C:14]([N:4]1[CH:3]=[C:2]([CH3:1])[CH:6]=[N:5]1)=[O:15])([CH3:20])([CH3:19])[CH3:18], predict the reactants needed to synthesize it. The reactants are: [CH3:1][C:2]1[CH:3]=[N:4][NH:5][CH:6]=1.C(N(CC)CC)C.[C:14](O[C:14]([O:16][C:17]([CH3:20])([CH3:19])[CH3:18])=[O:15])([O:16][C:17]([CH3:20])([CH3:19])[CH3:18])=[O:15].